Dataset: TCR-epitope binding with 47,182 pairs between 192 epitopes and 23,139 TCRs. Task: Binary Classification. Given a T-cell receptor sequence (or CDR3 region) and an epitope sequence, predict whether binding occurs between them. (1) The epitope is IVTDFSVIK. The TCR CDR3 sequence is CASSMQGKLYEQYF. Result: 1 (the TCR binds to the epitope). (2) The epitope is YLNTLTLAV. The TCR CDR3 sequence is CASRKLVETQYF. Result: 1 (the TCR binds to the epitope). (3) The epitope is NLSALGIFST. The TCR CDR3 sequence is CASSLESDTQYF. Result: 1 (the TCR binds to the epitope). (4) The epitope is VLWAHGFEL. The TCR CDR3 sequence is CATSDFPLAGEDNEQFF. Result: 0 (the TCR does not bind to the epitope). (5) The epitope is FLNGSCGSV. The TCR CDR3 sequence is CASSQDEAYEQYF. Result: 1 (the TCR binds to the epitope).